Task: Predict the reactants needed to synthesize the given product.. Dataset: Full USPTO retrosynthesis dataset with 1.9M reactions from patents (1976-2016) (1) The reactants are: [CH2:1]=O.Cl.[CH3:4][NH:5][CH3:6].[CH3:7][N:8]1[CH:12]=[CH:11][CH:10]=[CH:9]1.[OH-].[Na+]. Given the product [CH3:4][N:5]([CH2:1][C:9]1[N:8]([CH3:7])[CH:12]=[CH:11][CH:10]=1)[CH3:6], predict the reactants needed to synthesize it. (2) Given the product [CH3:23][S:24]([NH:1][CH2:2][C:3]1[CH:4]=[CH:5][C:6]([N+:13]([O-:15])=[O:14])=[C:7]([CH:12]=1)[C:8]([O:10][CH3:11])=[O:9])(=[O:26])=[O:25], predict the reactants needed to synthesize it. The reactants are: [NH2:1][CH2:2][C:3]1[CH:4]=[CH:5][C:6]([N+:13]([O-:15])=[O:14])=[C:7]([CH:12]=1)[C:8]([O:10][CH3:11])=[O:9].CCN(CC)CC.[CH3:23][S:24](Cl)(=[O:26])=[O:25]. (3) Given the product [Cl:19][C:20]1[CH:21]=[CH:22][C:23]([C:26]2[CH:27]=[CH:28][C:29]([C:2]#[C:1][C:3]3[CH:4]=[C:5]([CH3:18])[C:6]([NH:9][C:10](=[O:17])[CH2:11][N:12]4[CH2:16][CH2:15][CH2:14][CH2:13]4)=[N:7][CH:8]=3)=[N:30][CH:31]=2)=[CH:24][CH:25]=1, predict the reactants needed to synthesize it. The reactants are: [C:1]([C:3]1[CH:4]=[C:5]([CH3:18])[C:6]([NH:9][C:10](=[O:17])[CH2:11][N:12]2[CH2:16][CH2:15][CH2:14][CH2:13]2)=[N:7][CH:8]=1)#[CH:2].[Cl:19][C:20]1[CH:25]=[CH:24][C:23]([C:26]2[CH:27]=[CH:28][C:29](I)=[N:30][CH:31]=2)=[CH:22][CH:21]=1.N1CCCCC1. (4) Given the product [CH2:35]([N:37]([CH3:39])[CH:38]1[CH2:21][CH2:20][N:19]([C:17](=[O:18])[C:16]2[CH:15]=[CH:14][C:13]([CH2:12][N:11]3[C:10]4[CH:31]=[CH:32][CH:33]=[CH:34][C:9]=4[N:8]=[C:7]3[C:1]3[CH:6]=[CH:5][CH:4]=[CH:3][CH:2]=3)=[CH:30][CH:29]=2)[CH2:23]1)[CH3:36], predict the reactants needed to synthesize it. The reactants are: [C:1]1([C:7]2[N:11]([CH2:12][C:13]3[CH:30]=[CH:29][C:16]([C:17]([N:19]4[CH2:23]C[CH:21](OS(C)(=O)=O)[CH2:20]4)=[O:18])=[CH:15][CH:14]=3)[C:10]3[CH:31]=[CH:32][CH:33]=[CH:34][C:9]=3[N:8]=2)[CH:6]=[CH:5][CH:4]=[CH:3][CH:2]=1.[CH2:35]([NH:37][CH3:38])[CH3:36].[CH3:39]N(C=O)C. (5) Given the product [F:1][C:2]1[CH:11]=[C:10]([CH2:12][O:13][C:14]2[CH:19]=[CH:18][CH:17]=[C:16]([O:20][CH3:21])[CH:15]=2)[C:9]([F:22])=[CH:8][C:3]=1[C:4]([OH:6])=[O:5], predict the reactants needed to synthesize it. The reactants are: [F:1][C:2]1[CH:11]=[C:10]([CH2:12][O:13][C:14]2[CH:19]=[CH:18][CH:17]=[C:16]([O:20][CH3:21])[CH:15]=2)[C:9]([F:22])=[CH:8][C:3]=1[C:4]([O:6]C)=[O:5].[OH-].[Li+].